Predict the product of the given reaction. From a dataset of Forward reaction prediction with 1.9M reactions from USPTO patents (1976-2016). Given the reactants [O:1]=[C:2]1[CH:7]([NH:8][C:9]([O:11]CC2C=CC=CC=2)=O)[CH2:6][CH:5]([O:19][C:20](=[O:22])[CH3:21])[C:4](=[O:23])[NH:3]1.C[C:25]1[CH:35]=[CH:34][CH:33]=[C:27]2[C:28](O[C:31](=O)[C:26]=12)=[O:29], predict the reaction product. The product is: [CH3:31][C:26]1[CH:25]=[CH:35][CH:34]=[C:33]2[C:27]=1[C:28](=[O:29])[N:8]([CH:7]1[CH2:6][CH:5]([O:19][C:20](=[O:22])[CH3:21])[C:4](=[O:23])[NH:3][C:2]1=[O:1])[C:9]2=[O:11].